This data is from Reaction yield outcomes from USPTO patents with 853,638 reactions. The task is: Predict the reaction yield, written as a fraction of the theoretical maximum amount of product (1.0 means a 100% yield; for example, 0.34 means a 34% yield). (1) The reactants are C([N-]C(C)C)(C)C.[Li+].CN1C(=O)N(C)CCC1.Cl[CH2:19][CH2:20][CH2:21][C:22]1([C:32]([O:34][CH3:35])=[O:33])[CH2:27][CH2:26][CH2:25][CH:24]([C:28]([O:30][CH3:31])=[O:29])[CH2:23]1. The catalyst is C1COCC1. The product is [C:24]12([C:28]([O:30][CH3:31])=[O:29])[CH2:23][C:22]([C:32]([O:34][CH3:35])=[O:33])([CH2:27][CH2:26][CH2:25]1)[CH2:21][CH2:20][CH2:19]2. The yield is 0.820. (2) The reactants are [F-].C([N+](CCCC)(CCCC)CCCC)CCC.O1CCCC1.[Si]([O:31][CH2:32][C@@H:33]1[N:40]([C:41](=[O:77])[C@@H:42]2[CH2:46][C@@H:45]([F:47])[CH2:44][N:43]2[C:48]([C:50]2[S:54][C:53]3=[N:55][C@:56]([C:67]4[CH:68]=[N:69][C:70]([Cl:73])=[CH:71][CH:72]=4)([CH3:66])[C@@H:57]([C:58]4[CH:63]=[CH:62][C:61]([Cl:64])=[C:60]([F:65])[CH:59]=4)[N:52]3[C:51]=2[CH:74]([CH3:76])[CH3:75])=[O:49])[CH2:39][C:36]2([CH2:38][CH2:37]2)[N:35](C(=O)C(F)(F)F)[CH2:34]1)(C(C)(C)C)(C)C. The catalyst is C(OCC)(=O)C. The product is [Cl:64][C:61]1[CH:62]=[CH:63][C:58]([C@H:57]2[N:52]3[C:53]([S:54][C:50]([C:48]([N:43]4[CH2:44][C@H:45]([F:47])[CH2:46][C@H:42]4[C:41]([N:40]4[CH2:39][C:36]5([CH2:37][CH2:38]5)[NH:35][CH2:34][C@@H:33]4[CH2:32][OH:31])=[O:77])=[O:49])=[C:51]3[CH:74]([CH3:75])[CH3:76])=[N:55][C@:56]2([C:67]2[CH:68]=[N:69][C:70]([Cl:73])=[CH:71][CH:72]=2)[CH3:66])=[CH:59][C:60]=1[F:65]. The yield is 0.520. (3) The reactants are [C:1]([O:5][C:6](=[O:29])[C@H:7]([CH2:19][C@@H:20]([CH3:28])[C:21]([O:23][C:24]([CH3:27])([CH3:26])[CH3:25])=[O:22])[NH:8]C(OCC1C=CC=CC=1)=O)([CH3:4])([CH3:3])[CH3:2]. The catalyst is CCOC(C)=O.[Pd]. The product is [C:1]([O:5][C:6](=[O:29])[C@H:7]([CH2:19][C@@H:20]([CH3:28])[C:21]([O:23][C:24]([CH3:27])([CH3:26])[CH3:25])=[O:22])[NH2:8])([CH3:3])([CH3:4])[CH3:2]. The yield is 0.500. (4) The reactants are [CH:1]([C:4]1[CH:12]=[C:11]([CH:13]([CH3:15])[CH3:14])[CH:10]=[C:6]([C:7](O)=[O:8])[C:5]=1[OH:16])([CH3:3])[CH3:2].ClCCl.C(Cl)(=O)C(Cl)=O.C[N:27](C=O)C. The yield is 0.400. No catalyst specified. The product is [CH:1]([C:4]1[CH:12]=[C:11]([CH:13]([CH3:15])[CH3:14])[CH:10]=[C:6]([C:7]([NH2:27])=[O:8])[C:5]=1[OH:16])([CH3:3])[CH3:2].